This data is from Full USPTO retrosynthesis dataset with 1.9M reactions from patents (1976-2016). The task is: Predict the reactants needed to synthesize the given product. Given the product [Cl:5][C:6]1[CH:7]=[C:8]([O:12][C:13]2[CH:19]=[CH:18][C:16]([N:17]=[C:1]=[O:2])=[CH:15][CH:14]=2)[N:9]=[CH:10][N:11]=1, predict the reactants needed to synthesize it. The reactants are: [C:1](Cl)(Cl)=[O:2].[Cl:5][C:6]1[N:11]=[CH:10][N:9]=[C:8]([O:12][C:13]2[CH:19]=[CH:18][C:16]([NH2:17])=[CH:15][CH:14]=2)[CH:7]=1.